The task is: Predict the reaction yield, written as a fraction of the theoretical maximum amount of product (1.0 means a 100% yield; for example, 0.34 means a 34% yield).. This data is from Reaction yield outcomes from USPTO patents with 853,638 reactions. (1) The reactants are [NH2:1][C:2]1[CH:3]=[C:4]2[C:20](=[O:21])[NH:19][N:18]=[CH:17][C:6]3=[C:7]([C:11]4[CH:16]=[CH:15][CH:14]=[CH:13][CH:12]=4)[NH:8][C:9]([CH:10]=1)=[C:5]23.[C:22]1([CH2:28][CH2:29][CH2:30][C:31](O)=[O:32])[CH:27]=[CH:26][CH:25]=[CH:24][CH:23]=1.C(N(CC)CC)C.F[P-](F)(F)(F)(F)F.N1(OC(N(C)C)=[N+](C)C)C2N=CC=CC=2N=N1. The catalyst is C(Cl)Cl.CO.CN(C)C=O. The product is [O:21]=[C:20]1[C:4]2[C:5]3[C:6](=[C:7]([C:11]4[CH:12]=[CH:13][CH:14]=[CH:15][CH:16]=4)[NH:8][C:9]=3[CH:10]=[C:2]([NH:1][C:31](=[O:32])[CH2:30][CH2:29][CH2:28][C:22]3[CH:27]=[CH:26][CH:25]=[CH:24][CH:23]=3)[CH:3]=2)[CH:17]=[N:18][NH:19]1. The yield is 0.330. (2) The reactants are [N+:1]([C:4]1[CH:5]=[C:6]2[CH2:13][S:12](=[O:15])(=[O:14])[CH2:11][CH2:10][C:7]2=[N:8][CH:9]=1)([O-])=O. The catalyst is CO.C(Cl)Cl.[Pd]. The product is [NH2:1][C:4]1[CH:5]=[C:6]2[CH2:13][S:12](=[O:15])(=[O:14])[CH2:11][CH2:10][C:7]2=[N:8][CH:9]=1. The yield is 0.980. (3) The reactants are [OH:1][C:2]1[CH:3]=[N:4][C:5]2[C:10]([CH:11]=1)=[CH:9][C:8]([CH3:12])=[CH:7][CH:6]=2.[H-].[Na+].[Cl:15][C:16]1[CH:17]=[C:18]([N+:24]([O-:26])=[O:25])[CH:19]=[C:20]([Cl:23])[C:21]=1Cl.Cl. The catalyst is CN(C=O)C. The product is [Cl:15][C:16]1[CH:17]=[C:18]([N+:24]([O-:26])=[O:25])[CH:19]=[C:20]([Cl:23])[C:21]=1[O:1][C:2]1[CH:3]=[N:4][C:5]2[C:10]([CH:11]=1)=[CH:9][C:8]([CH3:12])=[CH:7][CH:6]=2. The yield is 0.670. (4) The catalyst is C(Cl)Cl. The yield is 0.750. The reactants are C(OC([N:8]1[CH2:13][CH2:12][CH:11]([N:14]2[CH:18]=[C:17]([C:19]3[CH:20]=[N:21][C:22]([NH2:37])=[C:23]([O:25][C@@H:26]([C:28]4[C:33]([Cl:34])=[CH:32][CH:31]=[C:30]([F:35])[C:29]=4[Cl:36])[CH3:27])[CH:24]=3)[CH:16]=[N:15]2)[CH2:10][CH2:9]1)=O)(C)(C)C.Cl.O1CCOCC1. The product is [Cl:36][C:29]1[C:30]([F:35])=[CH:31][CH:32]=[C:33]([Cl:34])[C:28]=1[C@H:26]([O:25][C:23]1[C:22]([NH2:37])=[N:21][CH:20]=[C:19]([C:17]2[CH:16]=[N:15][N:14]([CH:11]3[CH2:12][CH2:13][NH:8][CH2:9][CH2:10]3)[CH:18]=2)[CH:24]=1)[CH3:27].